Predict the product of the given reaction. From a dataset of Forward reaction prediction with 1.9M reactions from USPTO patents (1976-2016). (1) Given the reactants [F:1][C:2]1[CH:7]=[CH:6][C:5]([C:8](=O)[CH2:9][C:10](=O)[CH3:11])=[CH:4][CH:3]=1.Cl.[CH2:15]([O:22][CH2:23][CH2:24][CH:25]([OH:29])[CH2:26][NH:27][NH2:28])[C:16]1[CH:21]=[CH:20][CH:19]=[CH:18][CH:17]=1, predict the reaction product. The product is: [CH2:15]([O:22][CH2:23][CH2:24][CH:25]([OH:29])[CH2:26][N:27]1[C:8]([C:5]2[CH:6]=[CH:7][C:2]([F:1])=[CH:3][CH:4]=2)=[CH:9][C:10]([CH3:11])=[N:28]1)[C:16]1[CH:21]=[CH:20][CH:19]=[CH:18][CH:17]=1. (2) Given the reactants C[O:2][C:3]1[CH:9]=[C:8]([C:10]2[N:11]=[C:12]([C@H:20]3[CH2:25][CH2:24][C@H:23]([N:26]4[CH2:31][CH2:30][N:29]([CH3:32])[CH2:28][CH2:27]4)[CH2:22][CH2:21]3)[N:13]3[CH:18]=[CH:17][N:16]=[C:15]([CH3:19])[C:14]=23)[CH:7]=[CH:6][C:4]=1[NH2:5].B(Br)(Br)Br, predict the reaction product. The product is: [NH2:5][C:4]1[CH:6]=[CH:7][C:8]([C:10]2[N:11]=[C:12]([C@H:20]3[CH2:25][CH2:24][C@H:23]([N:26]4[CH2:27][CH2:28][N:29]([CH3:32])[CH2:30][CH2:31]4)[CH2:22][CH2:21]3)[N:13]3[CH:18]=[CH:17][N:16]=[C:15]([CH3:19])[C:14]=23)=[CH:9][C:3]=1[OH:2]. (3) Given the reactants [NH2:1][CH2:2][CH2:3][CH2:4][O:5][Si](C(C)(C)C)(C1C=CC=CC=1)C1C=CC=CC=1.[C:23]([O:38][C@H:39]([CH2:44][CH2:45][CH2:46][CH2:47][CH2:48][CH2:49][CH2:50][CH2:51][CH2:52][CH2:53][CH3:54])[CH2:40][C:41]([OH:43])=O)(=[O:37])[CH2:24][CH2:25][CH2:26][CH2:27][CH2:28][CH2:29][CH2:30][CH2:31][CH2:32][CH2:33][CH2:34][CH2:35][CH3:36].C(Cl)CCl.CCCC[N+](CCCC)(CCCC)CCCC.[F-], predict the reaction product. The product is: [C:23]([O:38][C@H:39]([CH2:44][CH2:45][CH2:46][CH2:47][CH2:48][CH2:49][CH2:50][CH2:51][CH2:52][CH2:53][CH3:54])[CH2:40][C:41]([NH:1][CH2:2][CH2:3][CH2:4][OH:5])=[O:43])(=[O:37])[CH2:24][CH2:25][CH2:26][CH2:27][CH2:28][CH2:29][CH2:30][CH2:31][CH2:32][CH2:33][CH2:34][CH2:35][CH3:36].